This data is from Catalyst prediction with 721,799 reactions and 888 catalyst types from USPTO. The task is: Predict which catalyst facilitates the given reaction. Reactant: Br[C:2]1[CH:24]=[CH:23][C:5]2[C:6]3[N:10]([CH2:11][CH2:12][O:13][C:4]=2[CH:3]=1)[CH:9]=[C:8]([C:14]1[N:18]([CH:19]([CH3:21])[CH3:20])[N:17]=[C:16]([NH2:22])[N:15]=1)[N:7]=3. Product: [N:7]1[C:8]([C:14]2[N:18]([CH:19]([CH3:20])[CH3:21])[N:17]=[C:16]([NH2:22])[N:15]=2)=[CH:9][N:10]2[C:6]=1[C:5]1[CH:23]=[CH:24][CH:2]=[CH:3][C:4]=1[O:13][CH2:12][CH2:11]2. The catalyst class is: 45.